Dataset: Reaction yield outcomes from USPTO patents with 853,638 reactions. Task: Predict the reaction yield, written as a fraction of the theoretical maximum amount of product (1.0 means a 100% yield; for example, 0.34 means a 34% yield). (1) The reactants are [OH:1][C:2]1[CH:3]=[CH:4][C:5]2[N:6]([CH:8]=[C:9]([NH:11][C:12]([CH:14]3[CH2:16][CH2:15]3)=[O:13])[N:10]=2)[CH:7]=1.F[C:18]1[CH:23]=[CH:22][C:21]([N+:24]([O-])=O)=[CH:20][C:19]=1[CH3:27].C(=O)([O-])[O-].[Cs+].[Cs+].[Cl-].[NH4+]. The catalyst is CS(C)=O.C(O)C.C(OCC)(=O)C.O1CCCC1.O. The product is [NH2:24][C:21]1[CH:22]=[CH:23][C:18]([O:1][C:2]2[CH:3]=[CH:4][C:5]3[N:6]([CH:8]=[C:9]([NH:11][C:12]([CH:14]4[CH2:15][CH2:16]4)=[O:13])[N:10]=3)[CH:7]=2)=[C:19]([CH3:27])[CH:20]=1. The yield is 0.430. (2) The reactants are [C:1]([C:5]1[CH:13]=[CH:12][C:8]([C:9](Cl)=[O:10])=[CH:7][CH:6]=1)([CH3:4])([CH3:3])[CH3:2].[NH2:14][C:15]1[CH:20]=[C:19]([N+:21]([O-:23])=[O:22])[CH:18]=[CH:17][C:16]=1[OH:24]. The catalyst is CN(C)C1C=CN=CC=1.C(Cl)Cl. The product is [C:1]([C:5]1[CH:13]=[CH:12][C:8]([C:9]([NH:14][C:15]2[CH:20]=[C:19]([N+:21]([O-:23])=[O:22])[CH:18]=[CH:17][C:16]=2[OH:24])=[O:10])=[CH:7][CH:6]=1)([CH3:4])([CH3:3])[CH3:2]. The yield is 0.820.